Dataset: NCI-60 drug combinations with 297,098 pairs across 59 cell lines. Task: Regression. Given two drug SMILES strings and cell line genomic features, predict the synergy score measuring deviation from expected non-interaction effect. (1) Drug 1: CC1=C(N=C(N=C1N)C(CC(=O)N)NCC(C(=O)N)N)C(=O)NC(C(C2=CN=CN2)OC3C(C(C(C(O3)CO)O)O)OC4C(C(C(C(O4)CO)O)OC(=O)N)O)C(=O)NC(C)C(C(C)C(=O)NC(C(C)O)C(=O)NCCC5=NC(=CS5)C6=NC(=CS6)C(=O)NCCC[S+](C)C)O. Drug 2: C1CNP(=O)(OC1)N(CCCl)CCCl. Cell line: OVCAR-4. Synergy scores: CSS=12.6, Synergy_ZIP=-4.10, Synergy_Bliss=-2.06, Synergy_Loewe=-12.4, Synergy_HSA=-0.384. (2) Drug 1: CN1CCC(CC1)COC2=C(C=C3C(=C2)N=CN=C3NC4=C(C=C(C=C4)Br)F)OC. Synergy scores: CSS=36.6, Synergy_ZIP=-10.5, Synergy_Bliss=-1.77, Synergy_Loewe=-5.85, Synergy_HSA=-0.171. Cell line: 786-0. Drug 2: C1=CN(C=N1)CC(O)(P(=O)(O)O)P(=O)(O)O. (3) Drug 1: CCCS(=O)(=O)NC1=C(C(=C(C=C1)F)C(=O)C2=CNC3=C2C=C(C=N3)C4=CC=C(C=C4)Cl)F. Drug 2: CC1=C(C(=O)C2=C(C1=O)N3CC4C(C3(C2COC(=O)N)OC)N4)N. Cell line: SK-MEL-5. Synergy scores: CSS=46.7, Synergy_ZIP=-9.23, Synergy_Bliss=-7.58, Synergy_Loewe=-18.2, Synergy_HSA=-2.99. (4) Drug 1: C1CCN(CC1)CCOC2=CC=C(C=C2)C(=O)C3=C(SC4=C3C=CC(=C4)O)C5=CC=C(C=C5)O. Drug 2: C1C(C(OC1N2C=NC(=NC2=O)N)CO)O. Cell line: CAKI-1. Synergy scores: CSS=19.0, Synergy_ZIP=-6.14, Synergy_Bliss=-3.48, Synergy_Loewe=-6.37, Synergy_HSA=-2.31. (5) Drug 1: C1C(C(OC1N2C=NC3=C(N=C(N=C32)Cl)N)CO)O. Drug 2: C1=CC=C(C(=C1)C(C2=CC=C(C=C2)Cl)C(Cl)Cl)Cl. Cell line: NCI/ADR-RES. Synergy scores: CSS=44.9, Synergy_ZIP=1.74, Synergy_Bliss=1.36, Synergy_Loewe=-31.1, Synergy_HSA=2.28.